This data is from Forward reaction prediction with 1.9M reactions from USPTO patents (1976-2016). The task is: Predict the product of the given reaction. (1) Given the reactants Br[C:2]1[C:3](=[O:27])[C:4]2[C:9]([C:10]=1[C:11]1[CH:16]=[CH:15][CH:14]=[CH:13][CH:12]=1)=[CH:8][CH:7]=[C:6]([O:17][CH2:18][CH2:19][CH2:20][C:21]1[CH:26]=[CH:25][CH:24]=[CH:23][CH:22]=1)[CH:5]=2.[Cu][C:29]#[N:30].[Cl-].[NH4+], predict the reaction product. The product is: [O:27]=[C:3]1[C:4]2[C:9](=[CH:8][CH:7]=[C:6]([O:17][CH2:18][CH2:19][CH2:20][C:21]3[CH:26]=[CH:25][CH:24]=[CH:23][CH:22]=3)[CH:5]=2)[C:10]([C:11]2[CH:16]=[CH:15][CH:14]=[CH:13][CH:12]=2)=[C:2]1[C:29]#[N:30]. (2) Given the reactants C([O:4][CH:5]1[CH:13]2[N:9]([CH2:10][CH:11]([O:21][C@@H:22]([C:24]3[CH:29]=[C:28]([C:30]([F:33])([F:32])[F:31])[CH:27]=[C:26]([C:34]([F:37])([F:36])[F:35])[CH:25]=3)[CH3:23])[CH:12]2[C:14]2[CH:19]=[CH:18][C:17]([F:20])=[CH:16][CH:15]=2)[C:8](=[O:38])[CH2:7][CH2:6]1)(=O)C.C([O-])([O-])=O.[K+].[K+], predict the reaction product. The product is: [F:37][C:34]([F:35])([F:36])[C:26]1[CH:25]=[C:24]([C@H:22]([O:21][C@H:11]2[CH2:10][N:9]3[C@@H:13]([CH:5]([OH:4])[CH2:6][CH2:7][C:8]3=[O:38])[C@@H:12]2[C:14]2[CH:15]=[CH:16][C:17]([F:20])=[CH:18][CH:19]=2)[CH3:23])[CH:29]=[C:28]([C:30]([F:31])([F:32])[F:33])[CH:27]=1. (3) Given the reactants Br.Br[CH2:3][C:4]1[CH:5]=[N:6][CH:7]=[CH:8][CH:9]=1.[NH:10]1[CH:14]=[CH:13][N:12]=[CH:11]1.C([O-])([O-])=O.[K+].[K+], predict the reaction product. The product is: [N:10]1([CH2:3][C:4]2[CH:5]=[N:6][CH:7]=[CH:8][CH:9]=2)[CH:14]=[CH:13][N:12]=[CH:11]1. (4) Given the reactants Cl[C:2]1[C:3]([C:8]([CH3:24])([CH3:23])[C:9]([NH:11][CH:12]2[CH2:14][CH:13]2[C:15]2[CH:20]=[CH:19][CH:18]=[C:17]([O:21][CH3:22])[CH:16]=2)=[O:10])=[N:4][CH:5]=[CH:6][N:7]=1.CC(C)([O-])C.[Na+].COC1C=C([C@H]2C[C@@H]2N2C3=NC=CN=C3C(C)(C)C2=O)C=CC=1, predict the reaction product. The product is: [CH3:22][O:21][C:17]1[CH:16]=[C:15]([C@@H:13]2[CH2:14][C@@H:12]2[N:11]2[C:2]3=[N:7][CH:6]=[CH:5][N:4]=[C:3]3[C:8]([CH3:24])([CH3:23])[C:9]2=[O:10])[CH:20]=[CH:19][CH:18]=1.